From a dataset of Catalyst prediction with 721,799 reactions and 888 catalyst types from USPTO. Predict which catalyst facilitates the given reaction. (1) Reactant: [O-]S(S([O-])=O)=O.[Na+].[Na+].C([O-])([O-])=O.[Na+].[Na+].[Cl:15][C:16]1[CH:17]=[CH:18][C:19]([N+:24]([O-])=O)=[C:20]([CH:23]=1)[CH:21]=[O:22]. Product: [NH2:24][C:19]1[CH:18]=[CH:17][C:16]([Cl:15])=[CH:23][C:20]=1[CH:21]=[O:22]. The catalyst class is: 72. (2) Reactant: Cl.[CH2:2]([N:9]1[CH2:16][CH2:15][C:12]2([CH2:14][CH2:13]2)[C:11](=[O:17])[CH2:10]1)[C:3]1[CH:8]=[CH:7][CH:6]=[CH:5][CH:4]=1.C1N=C(N)C2N=CN([C@@H]3O[C@H](COP(OP(OC[C@H]4O[C@@H](N5C=C(C(N)=O)CC=C5)[C@H](O)[C@@H]4O)(O)=O)(O)=O)[C@@H](O)[C@H]3O)C=2N=1.[OH-].[Na+].C1C=[N+]([C@@H]2O[C@H](COP(OP(OC[C@H]3O[C@@H](N4C5N=CN=C(N)C=5N=C4)[C@H](O)[C@@H]3O)(O)=O)([O-])=O)[C@@H](O)[C@H]2O)C=C(C(N)=O)C=1.[Cl-].[Mg+2].[Cl-]. Product: [CH2:2]([N:9]1[CH2:16][CH2:15][C:12]2([CH2:13][CH2:14]2)[C@H:11]([OH:17])[CH2:10]1)[C:3]1[CH:4]=[CH:5][CH:6]=[CH:7][CH:8]=1. The catalyst class is: 41.